From a dataset of Peptide-MHC class II binding affinity with 134,281 pairs from IEDB. Regression. Given a peptide amino acid sequence and an MHC pseudo amino acid sequence, predict their binding affinity value. This is MHC class II binding data. (1) The peptide sequence is IEVVWTNTPTKWDNS. The MHC is DRB1_0301 with pseudo-sequence DRB1_0301. The binding affinity (normalized) is 0.223. (2) The peptide sequence is KLPWKNESSIKVIKQ. The MHC is DRB1_1302 with pseudo-sequence DRB1_1302. The binding affinity (normalized) is 0.435. (3) The peptide sequence is RWLLIEILKASKSML. The MHC is H-2-IAb with pseudo-sequence H-2-IAb. The binding affinity (normalized) is 0.264.